Dataset: Full USPTO retrosynthesis dataset with 1.9M reactions from patents (1976-2016). Task: Predict the reactants needed to synthesize the given product. (1) Given the product [F:28][C:29]1[CH:30]=[CH:31][C:32]([N:35]2[CH2:11][CH2:12][N:13]([CH2:16][CH2:17][CH:18]3[CH2:19][C:20]4([CH2:24][CH2:25][CH2:27][CH2:26]4)[C:21](=[O:23])[O:22]3)[CH2:14][CH2:15]2)=[N:33][CH:34]=1, predict the reactants needed to synthesize it. The reactants are: N1C2C=CC=CC=2N=C1C1[CH2:15][CH2:14][N:13]([CH2:16][CH2:17][CH:18]2[O:22][C:21](=[O:23])[C:20]([CH2:26][CH3:27])([CH2:24][CH3:25])[CH2:19]2)[CH2:12][CH2:11]1.[F:28][C:29]1[CH:30]=[CH:31][C:32]([N:35]2CCNCC2)=[N:33][CH:34]=1.N1(C2C=CC=CC=2C#N)CCNCC1.CC1C=CC(S(OCCC2CC3(CCCC3)C(=O)O2)(=O)=O)=CC=1.CC1C=CC(S(OCCC2CC(CC)(CC)C(=O)O2)(=O)=O)=CC=1. (2) Given the product [C:1]([O:5][C:6]([N:8]1[CH2:13][CH2:12][CH:11]([N:14]2[C:18]3=[N:19][CH:20]=[N:21][C:22]([O:31][C:28]4[CH:29]=[CH:30][C:25]([F:24])=[CH:26][CH:27]=4)=[C:17]3[CH:16]=[N:15]2)[CH2:10][CH2:9]1)=[O:7])([CH3:4])([CH3:3])[CH3:2], predict the reactants needed to synthesize it. The reactants are: [C:1]([O:5][C:6]([N:8]1[CH2:13][CH2:12][CH:11]([N:14]2[C:18]3=[N:19][CH:20]=[N:21][C:22](Cl)=[C:17]3[CH:16]=[N:15]2)[CH2:10][CH2:9]1)=[O:7])([CH3:4])([CH3:3])[CH3:2].[F:24][C:25]1[CH:30]=[CH:29][C:28]([OH:31])=[CH:27][CH:26]=1. (3) Given the product [Cl:1][C:2]1[CH:3]=[N:4][N:5]([C:7]2[CH:12]=[CH:11][N:10]=[CH:9][C:8]=2[N:13]2[CH2:14][CH2:15][CH:16]([C:19]([N:26]3[CH2:27][CH2:28][C@@H:24]([F:23])[CH2:25]3)=[O:21])[CH2:17][CH2:18]2)[CH:6]=1, predict the reactants needed to synthesize it. The reactants are: [Cl:1][C:2]1[CH:3]=[N:4][N:5]([C:7]2[CH:12]=[CH:11][N:10]=[CH:9][C:8]=2[N:13]2[CH2:18][CH2:17][CH:16]([C:19]([OH:21])=O)[CH2:15][CH2:14]2)[CH:6]=1.Cl.[F:23][C@@H:24]1[CH2:28][CH2:27][NH:26][CH2:25]1.CN(C(ON1N=NC2C=CC=NC1=2)=[N+](C)C)C.F[P-](F)(F)(F)(F)F.CCN(C(C)C)C(C)C. (4) Given the product [NH2:1][C:2]1[S:3][C:4]([C:17]2[CH:22]=[CH:21][CH:20]=[C:19]([F:23])[CH:18]=2)=[C:5]([C:7]([N:9]2[CH2:14][C@H:13]3[C@H:11]([CH2:12]3)[C@H:10]2[CH2:15][NH:16][C:34]([C:27]2[C:28]3[C:33](=[CH:32][CH:31]=[CH:30][CH:29]=3)[N:25]([CH3:24])[N:26]=2)=[O:35])=[O:8])[N:6]=1, predict the reactants needed to synthesize it. The reactants are: [NH2:1][C:2]1[S:3][C:4]([C:17]2[CH:22]=[CH:21][CH:20]=[C:19]([F:23])[CH:18]=2)=[C:5]([C:7]([N:9]2[CH2:14][C@H:13]3[C@H:11]([CH2:12]3)[C@H:10]2[CH2:15][NH2:16])=[O:8])[N:6]=1.[CH3:24][N:25]1[C:33]2[C:28](=[CH:29][CH:30]=[CH:31][CH:32]=2)[C:27]([C:34](O)=[O:35])=[N:26]1. (5) Given the product [CH:16]12[N:15]([C:12]3[CH:13]=[CH:14][C:9]([NH:8][C:41]([C:28]4[C:27](=[O:26])[C:36]5[C:31](=[CH:32][CH:33]=[CH:34][C:35]=5[C:37]([F:40])([F:38])[F:39])[NH:30][CH:29]=4)=[O:42])=[C:10]([C:22]([F:25])([F:23])[F:24])[CH:11]=3)[CH:19]([CH2:18][CH2:17]1)[CH2:20][CH2:21]2, predict the reactants needed to synthesize it. The reactants are: CC1CCCO1.Cl.[NH2:8][C:9]1[CH:14]=[CH:13][C:12]([N:15]2[CH:19]3[CH2:20][CH2:21][CH:16]2[CH2:17][CH2:18]3)=[CH:11][C:10]=1[C:22]([F:25])([F:24])[F:23].[O:26]=[C:27]1[C:36]2[C:31](=[CH:32][CH:33]=[CH:34][C:35]=2[C:37]([F:40])([F:39])[F:38])[NH:30][CH:29]=[C:28]1[C:41](O)=[O:42].C(P1(=O)OP(CCC)(=O)OP(CCC)(=O)O1)CC.N1C=CC=CC=1. (6) Given the product [OH:10][CH:11]1[CH2:15][CH:14]([NH:16][C:17](=[O:23])[O:18][C:19]([CH3:22])([CH3:21])[CH3:20])[CH:13]([NH:24][C:25](=[O:37])[C:26]2[CH:31]=[CH:30][CH:29]=[CH:28][C:27]=2[N:32]2[N:33]=[CH:34][CH:35]=[N:36]2)[CH2:12]1, predict the reactants needed to synthesize it. The reactants are: COC1C=CC(C[O:10][CH:11]2[CH2:15][CH:14]([NH:16][C:17](=[O:23])[O:18][C:19]([CH3:22])([CH3:21])[CH3:20])[CH:13]([NH:24][C:25](=[O:37])[C:26]3[CH:31]=[CH:30][CH:29]=[CH:28][C:27]=3[N:32]3[N:36]=[CH:35][CH:34]=[N:33]3)[CH2:12]2)=CC=1.ClC1C(=O)C(C#N)=C(C#N)C(=O)C=1Cl. (7) Given the product [F:9][C:3]1[CH:4]=[CH:5][C:6]([F:8])=[CH:7][C:2]=1[C:16](=[O:15])[CH2:20][CH2:19][CH2:18][NH:17][C:21](=[O:22])[O:23][C:24]([CH3:25])([CH3:27])[CH3:26], predict the reactants needed to synthesize it. The reactants are: Br[C:2]1[CH:7]=[C:6]([F:8])[CH:5]=[CH:4][C:3]=1[F:9].C([Mg]Cl)(C)C.[O:15]=[C:16]1[CH2:20][CH2:19][CH2:18][N:17]1[C:21]([O:23][C:24]([CH3:27])([CH3:26])[CH3:25])=[O:22]. (8) Given the product [CH:18]1([CH2:17][O:16][C:13]2[C:12]([C:21]3[CH:26]=[CH:25][C:24]([Cl:27])=[CH:23][CH:22]=3)=[CH:11][C:10]([CH:5]([CH2:6][CH:7]([CH3:9])[CH3:8])[C:4]([OH:28])=[O:3])=[CH:15][CH:14]=2)[CH2:19][CH2:20]1, predict the reactants needed to synthesize it. The reactants are: C([O:3][C:4](=[O:28])[CH:5]([C:10]1[CH:11]=[C:12]([C:21]2[CH:26]=[CH:25][C:24]([Cl:27])=[CH:23][CH:22]=2)[C:13]([O:16][CH2:17][CH:18]2[CH2:20][CH2:19]2)=[CH:14][CH:15]=1)[CH2:6][CH:7]([CH3:9])[CH3:8])C.O.[OH-].[Li+]. (9) Given the product [NH:9]1[CH2:10][CH2:11][CH:6]([C@H:4]([CH3:5])[CH2:3][CH2:2][OH:1])[CH2:7][CH2:8]1, predict the reactants needed to synthesize it. The reactants are: [OH:1][CH2:2][CH2:3][C@H:4]([CH:6]1[CH2:11][CH2:10][N:9](C(OC(C)(C)C)=O)[CH2:8][CH2:7]1)[CH3:5].Cl. (10) Given the product [ClH:30].[O:1]1[CH:5]=[C:4]([C:6]2[C:16]3[O:15][CH2:14][CH2:13][NH:12][CH2:11][C:10]=3[CH:9]=[CH:8][CH:7]=2)[CH:3]=[N:2]1, predict the reactants needed to synthesize it. The reactants are: [O:1]1[CH:5]=[C:4]([C:6]2[C:16]3[O:15][CH2:14][CH2:13][N:12](C(OC(C)(C)C)=O)[CH2:11][C:10]=3[CH:9]=[CH:8][CH:7]=2)[CH:3]=[N:2]1.C(OCC)(=O)C.[ClH:30].